From a dataset of Full USPTO retrosynthesis dataset with 1.9M reactions from patents (1976-2016). Predict the reactants needed to synthesize the given product. (1) Given the product [N:1]1[CH:6]=[CH:5][CH:4]=[C:3]([O:7][C@H:8]2[CH2:13][CH2:12][C@H:11]([C:14]([NH:31][NH2:32])=[O:16])[CH2:10][CH2:9]2)[N:2]=1, predict the reactants needed to synthesize it. The reactants are: [N:1]1[CH:6]=[CH:5][CH:4]=[C:3]([O:7][C@H:8]2[CH2:13][CH2:12][C@H:11]([C:14]([OH:16])=O)[CH2:10][CH2:9]2)[N:2]=1.C(N(CC)CC)C.ClC(OCC)=O.O.[NH2:31][NH2:32]. (2) Given the product [CH:18]([C:15]1[N:7]2[C:8]([C:11]([F:12])([F:14])[F:13])=[CH:9][CH:10]=[C:5]([C:3]([OH:4])=[O:2])[C:6]2=[N:17][N:16]=1)([CH3:20])[CH3:19], predict the reactants needed to synthesize it. The reactants are: C[O:2][C:3]([C:5]1[C:6]2[N:7]([C:15]([CH:18]([CH3:20])[CH3:19])=[N:16][N:17]=2)[C:8]([C:11]([F:14])([F:13])[F:12])=[CH:9][CH:10]=1)=[O:4].[OH-].[K+].Cl.CCOCC. (3) Given the product [CH3:31][N:32]([CH3:36])[C:33]([O:2][C:3]1[C:4]([C:13]([N:15]2[CH2:23][C:22]3[C:17](=[CH:18][CH:19]=[C:20]([N:24]4[CH2:25][CH2:26][N:27]([CH3:30])[CH2:28][CH2:29]4)[CH:21]=3)[CH2:16]2)=[O:14])=[CH:5][C:6]([CH:10]([CH3:11])[CH3:12])=[C:7]([O:9][C:13](=[O:14])[N:15]([CH3:23])[CH3:16])[CH:8]=1)=[O:34], predict the reactants needed to synthesize it. The reactants are: Cl.[OH:2][C:3]1[CH:8]=[C:7]([OH:9])[C:6]([CH:10]([CH3:12])[CH3:11])=[CH:5][C:4]=1[C:13]([N:15]1[CH2:23][C:22]2[C:17](=[CH:18][CH:19]=[C:20]([N:24]3[CH2:29][CH2:28][N:27]([CH3:30])[CH2:26][CH2:25]3)[CH:21]=2)[CH2:16]1)=[O:14].[CH3:31][N:32]([CH3:36])[C:33](Cl)=[O:34]. (4) Given the product [CH3:1][C:2]1[C:6]([CH2:7][O:8][C:16]2[CH:21]=[CH:20][C:19]([CH2:22][CH2:23][C:24]([OH:26])=[O:25])=[CH:18][CH:17]=2)=[CH:5][N:4]([C:9]2[CH:14]=[CH:13][CH:12]=[CH:11][N:10]=2)[N:3]=1, predict the reactants needed to synthesize it. The reactants are: [CH3:1][C:2]1[C:6]([CH2:7][OH:8])=[CH:5][N:4]([C:9]2[CH:14]=[CH:13][CH:12]=[CH:11][N:10]=2)[N:3]=1.O[C:16]1[CH:21]=[CH:20][C:19]([CH2:22][CH2:23][C:24]([O:26]CC)=[O:25])=[CH:18][CH:17]=1.C(P(CCCC)CCCC)CCC.N(C(N1CCCCC1)=O)=NC(N1CCCCC1)=O.